This data is from CYP3A4 inhibition data for predicting drug metabolism from PubChem BioAssay. The task is: Regression/Classification. Given a drug SMILES string, predict its absorption, distribution, metabolism, or excretion properties. Task type varies by dataset: regression for continuous measurements (e.g., permeability, clearance, half-life) or binary classification for categorical outcomes (e.g., BBB penetration, CYP inhibition). Dataset: cyp3a4_veith. (1) The drug is COC(=O)c1c(C)n(-c2ccccc2)c2ccc(O)cc12. The result is 1 (inhibitor). (2) The drug is Cc1cc(C(F)(F)F)nc(SCC(=O)c2cccc([N+](=O)[O-])c2)n1. The result is 1 (inhibitor). (3) The drug is CC1(C)C(=O)C(c2ccccc2)=C2CN3C(=O)N(CCc4ccccc4)C(=O)C3(Cc3ccc(C(F)(F)F)cc3)C=C21. The result is 1 (inhibitor). (4) The drug is O=c1c(-c2ccccc2)nc2cnc(N3CCNCC3)nc2n1Cc1cccs1. The result is 1 (inhibitor). (5) The result is 0 (non-inhibitor). The molecule is CN1CCN(C(=O)C(C(=O)c2ccc(F)cc2)n2ccccc2=O)CC1. (6) The molecule is Cc1cccc(CNc2ncncc2-c2ccccc2CN(C)C)c1. The result is 1 (inhibitor).